Binary Classification. Given a miRNA mature sequence and a target amino acid sequence, predict their likelihood of interaction. From a dataset of Experimentally validated miRNA-target interactions with 360,000+ pairs, plus equal number of negative samples. (1) The miRNA is mmu-miR-346-3p with sequence AGGCAGGGGCUGGGCCUGCAGC. The protein sequence of the target gene is MSALTPPTDMPTPTTDKITQAAMETIYLCKFRVSMDGEWLCLRELDDISLTPDPEPTHEDPNYLMANERMNLMNMAKLSIKGLIESALNLGRTLDSDYAPLQQFFVVMEHCLKHGLKAKKTFLGQNKSFWGPLELVEKLVPEAAEITASVKDLPGLKTPVGRGRAWLRLALMQKKLSEYMKALINKKELLSEFYEPNALMMEEEGAIIAGLLVGLNVIDANFCMKGEDLDSQVGVIDFSMYLKDGNSSKGTEGDGQITAILDQKNYVEELNRHLNATVNNLQAKVDALEKSNTKLTEELA.... Result: 0 (no interaction). (2) The miRNA is hsa-miR-6780a-3p with sequence CUCCUCUGUUUUCUUUCCUAG. The protein sequence of the target gene is MEMETTEPEPDCVVQPPSPPDDFSCQMRLSEKITPLKTCFKKKDQKRLGTGTLRSLRPILNTLLESGSLDGVFRSRNQSTDENSLHEPMMKKAMEINSSCPPAENNMSVLIPDRTNVGDQIPEAHPSTEAPERVVPIQDHSFPSETLSGTVADSTPAHFQTDLLHPVSSDVPTSPDCLDKVIDYVPGIFQENSFTIQYILDTSDKLSTELFQDKSEEASLDLVFELVNQLQYHTHQENGIEICMDFLQGTCIYGRDCLKHHTVLPYHWQIKRTTTQKWQSVFNDSQEHLERFYCNPENDR.... Result: 1 (interaction). (3) The miRNA is hsa-miR-23a-3p with sequence AUCACAUUGCCAGGGAUUUCC. The protein sequence of the target gene is MKSPHVLVFLCLLVALVTGNLVQFGVMIEKMTGKSALQYNDYGCYCGIGGSHWPVDQTDWCCHAHDCCYGRLEKLGCEPKLEKYLFSVSERGIFCAGRTTCQRLTCECDKRAALCFRRNLGTYNRKYAHYPNKLCTGPTPPC. Result: 0 (no interaction). (4) The miRNA is hsa-miR-6513-5p with sequence UUUGGGAUUGACGCCACAUGUCU. Result: 1 (interaction). The protein sequence of the target gene is MGPGPSRAPRAPRLMLCALALMVAAGGCVVSAFNLDTRFLVVKEAGNPGSLFGYSVALHRQTERQQRYLLLAGAPRELAVPDGYTNRTGAVYLCPLTAHKDDCERMNITVKNDPGHHIIEDMWLGVTVASQGPAGRVLVCAHRYTQVLWSGSEDQRRMVGKCYVRGNDLELDSSDDWQTYHNEMCNSNTDYLETGMCQLGTSGGFTQNTVYFGAPGAYNWKGNSYMIQRKEWDLSEYSYKDPEDQGNLYIGYTMQVGSFILHPKNITIVTGAPRHRHMGAVFLLSQEAGGDLRRRQVLEG.... (5) The miRNA is hsa-miR-4445-3p with sequence CACGGCAAAAGAAACAAUCCA. The protein sequence of the target gene is MAGKRSGWSRAALLQLLLGVNLVVMPPTRARSLRFVTLLYRHGDRSPVKTYPKDPYQEEEWPQGFGQLTKEGMLQHWELGQALRQRYHGFLNTSYHRQEVYVRSTDFDRTLMSAEANLAGLFPPNGMQRFNPNISWQPIPVHTVPITEDRLLKFPLGPCPRYEQLQNETRQTPEYQNESSRNAQFLDMVANETGLTDLTLETVWNVYDTLFCEQTHGLRLPPWASPQTMQRLSRLKDFSFRFLFGIYQQAEKARLQGGVLLAQIRKNLTLMATTSQLPKLLVYSAHDTTLVALQMALDVY.... Result: 0 (no interaction). (6) The miRNA is mmu-miR-3090-5p with sequence GUCUGGGUGGGGCCUGAGAUC. The protein sequence of the target gene is MSLLSLSWLGLRPVAASPWLLLLVVGASWLLARILAWTYAFYHNGRRLRCFPQPRKQNWFLGHLGLVTPTEEGLRVLTQLVATYPQGFVRWLGPITPIINLCHPDIVRSVINTSDAITDKDIVFYKTLKPWLGDGLLLSVGDKWRHHRRLLTPAFHFNILKPYIKIFSKSANIMHAKWQRLAMEGSTCLDVFEHISLMTLDSLQKCIFSFDSNCQEKPSEYITAIMELSALVVKRNNQFFRYKDFLYFLTPCGRRFHRACRLVHDFTDAVIQERRRTLTSQGVDDFLQAKAKSKTLDFID.... Result: 0 (no interaction). (7) The miRNA is hsa-miR-3619-3p with sequence GGGACCAUCCUGCCUGCUGUGG. The protein sequence of the target gene is MSWPRRLLLRYLFPALLLHGLGEGSALLHPDSRSHPRSLEKSAWRAFKESQCHHMLKHLHNGARITVQMPPTIEGHWVSTGCEVRSGPEFITRSYRFYHNNTFKAYQFYYGSNRCTNPTYTLIIRGKIRLRQASWIIRGGTEADYQLHNVQVICHTEAVAEKLGQQVNRTCPGFLADGGPWVQDVAYDLWREENGCECTKAVNFAMHELQLIRVEKQYLHHNLDHLVEELFLGDIHTDATQRMFYRPSSYQPPLQNAKNHDHACIACRIIYRSDEHHPPILPPKADLTIGLHGEWVSQRC.... Result: 0 (no interaction).